From a dataset of Reaction yield outcomes from USPTO patents with 853,638 reactions. Predict the reaction yield, written as a fraction of the theoretical maximum amount of product (1.0 means a 100% yield; for example, 0.34 means a 34% yield). (1) The reactants are F[C:2]1[C:7]([F:8])=[CH:6][C:5]([C:9]2[O:10][C:11]([C:14]3[C:15]([C:20]4[CH:25]=[CH:24][CH:23]=[CH:22][CH:21]=4)=[N:16][O:17][C:18]=3[CH3:19])=[N:12][N:13]=2)=[C:4]([O:26][CH3:27])[CH:3]=1.[NH2:28][CH2:29][CH2:30][N:31]1[CH2:35][CH2:34][CH2:33][C:32]1=[O:36]. No catalyst specified. The product is [F:8][C:7]1[CH:6]=[C:5]([C:9]2[O:10][C:11]([C:14]3[C:15]([C:20]4[CH:25]=[CH:24][CH:23]=[CH:22][CH:21]=4)=[N:16][O:17][C:18]=3[CH3:19])=[N:12][N:13]=2)[C:4]([O:26][CH3:27])=[CH:3][C:2]=1[NH:28][CH2:29][CH2:30][N:31]1[CH2:35][CH2:34][CH2:33][C:32]1=[O:36]. The yield is 0.890. (2) The reactants are [Cl-].[Cl-].[Cl-].[Al+3].C([N:12]1[C:20]2[C:15](=[CH:16][CH:17]=[CH:18][CH:19]=2)[C:14]([C:21]([NH:23][C:24]2[CH:29]=[CH:28][CH:27]=[C:26]([C:30]([CH:32]3[CH2:37][CH2:36][N:35]([CH3:38])[CH2:34][CH2:33]3)=[O:31])[N:25]=2)=[O:22])=[CH:13]1)C1C=CC=CC=1. The catalyst is C1C=CC=CC=1.C(OCC)(=O)C. The product is [NH:12]1[C:20]2[C:15](=[CH:16][CH:17]=[CH:18][CH:19]=2)[C:14]([C:21]([NH:23][C:24]2[CH:29]=[CH:28][CH:27]=[C:26]([C:30]([CH:32]3[CH2:37][CH2:36][N:35]([CH3:38])[CH2:34][CH2:33]3)=[O:31])[N:25]=2)=[O:22])=[CH:13]1. The yield is 0.670. (3) The product is [CH3:14][O:13][C:10]1[CH:11]=[CH:12][C:7]([CH2:6][C:5]2[CH:15]=[CH:16][C:2]([C:24]3[CH:25]=[CH:26][S:22][CH:23]=3)=[CH:3][CH:4]=2)=[CH:8][CH:9]=1. The reactants are I[C:2]1[CH:16]=[CH:15][C:5]([CH2:6][C:7]2[CH:12]=[CH:11][C:10]([O:13][CH3:14])=[CH:9][CH:8]=2)=[CH:4][CH:3]=1.C([O-])(O)=O.[Na+].[S:22]1[CH:26]=[CH:25][CH:24]=[C:23]1B(O)O. The catalyst is C1C=CC([P]([Pd]([P](C2C=CC=CC=2)(C2C=CC=CC=2)C2C=CC=CC=2)([P](C2C=CC=CC=2)(C2C=CC=CC=2)C2C=CC=CC=2)[P](C2C=CC=CC=2)(C2C=CC=CC=2)C2C=CC=CC=2)(C2C=CC=CC=2)C2C=CC=CC=2)=CC=1.C1(C)C=CC=CC=1.CCO. The yield is 0.790. (4) The reactants are [OH:1][C:2]1[CH:9]=[CH:8][C:5]([CH2:6][OH:7])=[CH:4][CH:3]=1.C(N(CC)CC)C.[C:17](O[C:17](=[O:20])[CH2:18][CH3:19])(=[O:20])[CH2:18][CH3:19].C(OCC)(=O)C. The catalyst is ClCCl.CCCCCCC. The product is [C:17]([O:1][C:2]1[CH:9]=[CH:8][C:5]([CH2:6][OH:7])=[CH:4][CH:3]=1)(=[O:20])[CH2:18][CH3:19]. The yield is 0.610. (5) The reactants are [F:1][C:2]1[CH:9]=[CH:8][C:5]([CH2:6]Br)=[CH:4][CH:3]=1.[C:10]([O:14][C:15]([N:17]1[CH2:27][CH2:26][C:20]2(NNC(=O)[CH2:21]2)[CH2:19][CH2:18]1)=[O:16])([CH3:13])([CH3:12])[CH3:11]. The catalyst is CN(C=O)C. The product is [C:10]([O:14][C:15]([N:17]1[CH2:18][CH2:19][C:20]2([O:16][C:15](=[O:14])[NH:17][CH:21]2[CH2:6][C:5]2[CH:8]=[CH:9][C:2]([F:1])=[CH:3][CH:4]=2)[CH2:26][CH2:27]1)=[O:16])([CH3:11])([CH3:12])[CH3:13]. The yield is 0.390.